From a dataset of Forward reaction prediction with 1.9M reactions from USPTO patents (1976-2016). Predict the product of the given reaction. (1) Given the reactants [NH2:1][C:2]1[N:10]=[C:9]([NH2:11])[CH:8]=[CH:7][C:3]=1[C:4]([NH2:6])=O.P(Cl)(Cl)(Cl)=O.[OH-].[Na+], predict the reaction product. The product is: [NH2:1][C:2]1[N:10]=[C:9]([NH2:11])[CH:8]=[CH:7][C:3]=1[C:4]#[N:6]. (2) Given the reactants OC(C)(C)CN1C=C[C:6]([NH:9][C:10](=[O:30])[C@@H:11]([N:16]2[CH2:20][C:19]([O:21][C:22]3[CH:27]=[CH:26][CH:25]=[CH:24][C:23]=3[Cl:28])=[CH:18][C:17]2=[O:29])[CH2:12][CH:13]([CH3:15])[CH3:14])=[N:5]1.Cl.CN(C)CCCN=C=NCC.ON1C2C=CC=CC=2N=N1.NC1[S:60][N:59]=[C:58]([CH3:61])N=1, predict the reaction product. The product is: [CH3:61][C:58]1[N:5]=[C:6]([NH:9][C:10](=[O:30])[C@@H:11]([N:16]2[CH2:20][C:19]([O:21][C:22]3[CH:27]=[CH:26][CH:25]=[CH:24][C:23]=3[Cl:28])=[CH:18][C:17]2=[O:29])[CH2:12][CH:13]([CH3:15])[CH3:14])[S:60][N:59]=1. (3) Given the reactants [OH:1][CH2:2][C:3]([CH3:20])([CH3:19])[CH2:4][NH:5][C:6]([C:8]1[C:16]2[C:11](=[N:12][CH:13]=[C:14]([CH:17]=[CH2:18])[N:15]=2)[NH:10][CH:9]=1)=[O:7], predict the reaction product. The product is: [OH:1][CH2:2][C:3]([CH3:19])([CH3:20])[CH2:4][NH:5][C:6]([C:8]1[C:16]2[C:11](=[N:12][CH:13]=[C:14]([CH2:17][CH3:18])[N:15]=2)[NH:10][CH:9]=1)=[O:7]. (4) Given the reactants [F:1][C:2]1[CH:3]=[CH:4][C:5]([CH:9]([NH2:11])[CH3:10])=[N:6][C:7]=1[CH3:8].Cl[C:13]1[N:18]=[C:17]([NH:19][C:20]2[CH:24]=[C:23]([CH:25]3[CH2:27][CH2:26]3)[NH:22][N:21]=2)[C:16]([Cl:28])=[CH:15][N:14]=1.CCN(C(C)C)C(C)C, predict the reaction product. The product is: [Cl:28][C:16]1[C:17]([NH:19][C:20]2[CH:24]=[C:23]([CH:25]3[CH2:27][CH2:26]3)[NH:22][N:21]=2)=[N:18][C:13]([NH:11][CH:9]([C:5]2[CH:4]=[CH:3][C:2]([F:1])=[C:7]([CH3:8])[N:6]=2)[CH3:10])=[N:14][CH:15]=1. (5) Given the reactants [Cl:1][C:2]1[CH:3]=[C:4]([C:8]2[S:9][CH:10]=[CH:11][CH:12]=2)[CH:5]=[CH:6][CH:7]=1.[Br:13][C:14]1[CH:15]=[CH:16][C:17]([CH3:23])=[C:18]([CH:22]=1)[C:19](O)=O, predict the reaction product. The product is: [Br:13][C:14]1[CH:15]=[CH:16][C:17]([CH3:23])=[C:18]([CH2:19][C:10]2[S:9][C:8]([C:4]3[CH:5]=[CH:6][CH:7]=[C:2]([Cl:1])[CH:3]=3)=[CH:12][CH:11]=2)[CH:22]=1. (6) Given the reactants Br[C:2]1[CH:3]=[C:4]([CH3:21])[C:5]2[N:9]=[C:8]([CH3:10])[N:7]([CH2:11][C:12]3[C:17]([Cl:18])=[CH:16][C:15]([Cl:19])=[CH:14][N:13]=3)[C:6]=2[CH:20]=1.OB(O)[C:24]1[CH:25]=[C:26]([CH:30]=[CH:31][CH:32]=1)[C:27]([OH:29])=[O:28], predict the reaction product. The product is: [Cl:18][C:17]1[C:12]([CH2:11][N:7]2[C:6]3[CH:20]=[C:2]([C:24]4[CH:25]=[C:26]([CH:30]=[CH:31][CH:32]=4)[C:27]([OH:29])=[O:28])[CH:3]=[C:4]([CH3:21])[C:5]=3[N:9]=[C:8]2[CH3:10])=[N:13][CH:14]=[C:15]([Cl:19])[CH:16]=1. (7) Given the reactants Cl[C:2]1[N:7]2[N:8]=[C:9]([C:23]3[CH:28]=[CH:27][C:26]([F:29])=[CH:25][CH:24]=3)[C:10]([C:11]3[CH:16]=[CH:15][N:14]=[C:13]([NH:17][CH:18]4[CH2:22][CH2:21][CH2:20][CH2:19]4)[N:12]=3)=[C:6]2[CH:5]=[CH:4][C:3]=1[C:30]([O:32][CH2:33][CH3:34])=[O:31].[CH3:35][Zn]C, predict the reaction product. The product is: [CH:18]1([NH:17][C:13]2[N:12]=[C:11]([C:10]3[C:9]([C:23]4[CH:24]=[CH:25][C:26]([F:29])=[CH:27][CH:28]=4)=[N:8][N:7]4[C:2]([CH3:35])=[C:3]([C:30]([O:32][CH2:33][CH3:34])=[O:31])[CH:4]=[CH:5][C:6]=34)[CH:16]=[CH:15][N:14]=2)[CH2:19][CH2:20][CH2:21][CH2:22]1.